From a dataset of Reaction yield outcomes from USPTO patents with 853,638 reactions. Predict the reaction yield, written as a fraction of the theoretical maximum amount of product (1.0 means a 100% yield; for example, 0.34 means a 34% yield). (1) The reactants are [CH:1]([N:14]1[C:22]2[C:17](=[CH:18][C:19]([Cl:23])=[CH:20][CH:21]=2)[C:16]([CH2:24][CH2:25][O:26][C:27]2[CH:36]=[CH:35][C:30]([C:31]([O:33]C)=[O:32])=[CH:29][CH:28]=2)=[C:15]1[CH2:37][CH2:38][NH:39][S:40]([CH2:43]Cl)(=[O:42])=[O:41])([C:8]1[CH:13]=[CH:12][CH:11]=[CH:10][CH:9]=1)[C:2]1[CH:7]=[CH:6][CH:5]=[CH:4][CH:3]=1.[Cl:45][C:46]1[CH:51]=[C:50]([Cl:52])[CH:49]=[CH:48][C:47]=1[SH:53]. No catalyst specified. The product is [CH:1]([N:14]1[C:22]2[C:17](=[CH:18][C:19]([Cl:23])=[CH:20][CH:21]=2)[C:16]([CH2:24][CH2:25][O:26][C:27]2[CH:28]=[CH:29][C:30]([C:31]([OH:33])=[O:32])=[CH:35][CH:36]=2)=[C:15]1[CH2:37][CH2:38][NH:39][S:40]([CH2:43][S:53][C:47]1[CH:48]=[CH:49][C:50]([Cl:52])=[CH:51][C:46]=1[Cl:45])(=[O:42])=[O:41])([C:8]1[CH:9]=[CH:10][CH:11]=[CH:12][CH:13]=1)[C:2]1[CH:7]=[CH:6][CH:5]=[CH:4][CH:3]=1. The yield is 0.500. (2) The reactants are NC1C=C(OC)C=CC=1[C:4](O)=[O:5].[NH2:13][C:14]1[CH:19]=[C:18]([O:20][CH3:21])[CH:17]=[CH:16][C:15]=1[C:22]([C:24]1[CH:29]=[CH:28][CH:27]=[CH:26][C:25]=1[O:30][CH3:31])=[O:23].[NH2:32][C:33]1[S:34][CH:35]=[CH:36][N:37]=1. No catalyst specified. The product is [NH2:13][C:14]1[CH:19]=[C:18]([O:20][CH3:21])[CH:17]=[CH:16][C:15]=1[C:22]([C:24]1[CH:29]=[CH:28][CH:27]=[CH:26][C:25]=1[O:30][CH3:31])=[O:23].[CH3:31][O:30][C:25]1[CH:26]=[CH:27][CH:28]=[CH:29][C:24]=1[C:22]([C:15]1[CH:16]=[CH:17][C:18]([O:20][CH3:21])=[CH:19][C:14]=1[NH:13][C:4]([NH:32][C:33]1[S:34][CH:35]=[CH:36][N:37]=1)=[O:5])=[O:23]. The yield is 0.280. (3) The reactants are C([Li])CCC.Br[C:7]1[C:16]2[C:11](=[CH:12][CH:13]=[CH:14][CH:15]=2)[C:10]([F:17])=[CH:9][CH:8]=1.[C:18](OCC)(=[O:24])[C:19]([O:21][CH2:22][CH3:23])=[O:20].Cl. The catalyst is C1COCC1.O.CCOC(C)=O. The product is [F:17][C:10]1[C:11]2[C:16](=[CH:15][CH:14]=[CH:13][CH:12]=2)[C:7]([C:18](=[O:24])[C:19]([O:21][CH2:22][CH3:23])=[O:20])=[CH:8][CH:9]=1. The yield is 0.760. (4) The reactants are [C:1]([C:3]1[CH:4]=[C:5]2[C:10](=[CH:11][C:12]=1[O:13][CH2:14][CH2:15][O:16][CH3:17])[N:9]=[CH:8][CH:7]=[C:6]2[O:18][C:19]1[CH:24]=[CH:23][C:22]([NH:25][C:26](=O)[O:27]C2C=CC=CC=2)=[CH:21][CH:20]=1)#[N:2].[NH2:35][C:36]1[CH:41]=[CH:40][CH:39]=[CH:38][N:37]=1.C(OCC)(=O)C.O. The catalyst is CS(C)=O. The product is [C:1]([C:3]1[CH:4]=[C:5]2[C:10](=[CH:11][C:12]=1[O:13][CH2:14][CH2:15][O:16][CH3:17])[N:9]=[CH:8][CH:7]=[C:6]2[O:18][C:19]1[CH:24]=[CH:23][C:22]([NH:25][C:26]([NH:35][C:36]2[CH:41]=[CH:40][CH:39]=[CH:38][N:37]=2)=[O:27])=[CH:21][CH:20]=1)#[N:2]. The yield is 0.827. (5) The reactants are [CH2:1]([O:3][C:4]1[CH:11]=[CH:10][CH:9]=[CH:8][C:5]=1[CH:6]=O)[CH3:2].[C:12]([NH:16][OH:17])([CH3:15])([CH3:14])[CH3:13]. The catalyst is C(Cl)(Cl)Cl. The product is [CH2:1]([O:3][C:4]1[CH:11]=[CH:10][CH:9]=[CH:8][C:5]=1[CH:6]=[N+:16]([C:12]([CH3:15])([CH3:14])[CH3:13])[O-:17])[CH3:2]. The yield is 0.780.